This data is from Full USPTO retrosynthesis dataset with 1.9M reactions from patents (1976-2016). The task is: Predict the reactants needed to synthesize the given product. (1) Given the product [Cl:1][C:2]1[CH:3]=[C:4]2[C:9](=[CH:10][CH:11]=1)[C:8]([CH3:13])([CH3:12])[C:7](=[O:14])[C:6]([C:15]([NH:17][C@H:18]([C:20]([OH:22])=[O:21])[CH3:19])=[O:16])=[C:5]2[OH:27], predict the reactants needed to synthesize it. The reactants are: [Cl:1][C:2]1[CH:3]=[C:4]2[C:9](=[CH:10][CH:11]=1)[C:8]([CH3:13])([CH3:12])[C:7](=[O:14])[C:6]([C:15]([NH:17][C@H:18]([C:20]([O:22]C(C)(C)C)=[O:21])[CH3:19])=[O:16])=[C:5]2[OH:27].C(O)(C(F)(F)F)=O. (2) Given the product [F:21][C:4]1[CH:3]=[C:2]([C:28]2[CH:27]=[CH:26][C:25]([O:24][C:23]([F:22])([F:34])[F:35])=[CH:30][CH:29]=2)[CH:7]=[CH:6][C:5]=1[C:8]([C:15]1[CH:16]=[N:17][CH:18]=[N:19][CH:20]=1)([O:13][CH3:14])[C:9]([CH3:12])([CH3:11])[CH3:10], predict the reactants needed to synthesize it. The reactants are: Br[C:2]1[CH:7]=[CH:6][C:5]([C:8]([C:15]2[CH:16]=[N:17][CH:18]=[N:19][CH:20]=2)([O:13][CH3:14])[C:9]([CH3:12])([CH3:11])[CH3:10])=[C:4]([F:21])[CH:3]=1.[F:22][C:23]([F:35])([F:34])[O:24][C:25]1[CH:30]=[CH:29][C:28](B(O)O)=[CH:27][CH:26]=1.C([O-])([O-])=O.[K+].[K+].CN(C=O)C.